This data is from Catalyst prediction with 721,799 reactions and 888 catalyst types from USPTO. The task is: Predict which catalyst facilitates the given reaction. (1) Reactant: [CH3:1][O:2][C:3]([C:5]1[C:6]([OH:30])=[C:7]2[C:12](=[C:13](Br)[N:14]=1)[N:11]([CH2:16][C:17]1[CH:22]=[CH:21][CH:20]=[CH:19][CH:18]=1)[C:10](=[O:23])[C:9]([C:24]1[CH:29]=[CH:28][CH:27]=[CH:26][CH:25]=1)=[CH:8]2)=[O:4].C([Sn](CCCC)(CCCC)[C:36]1[CH:37]=[N:38][CH:39]=[N:40][CH:41]=1)CCC.CCOC(C)=O.Cl. Product: [CH3:1][O:2][C:3]([C:5]1[C:6]([OH:30])=[C:7]2[C:12](=[C:13]([C:36]3[CH:37]=[N:38][CH:39]=[N:40][CH:41]=3)[N:14]=1)[N:11]([CH2:16][C:17]1[CH:22]=[CH:21][CH:20]=[CH:19][CH:18]=1)[C:10](=[O:23])[C:9]([C:24]1[CH:29]=[CH:28][CH:27]=[CH:26][CH:25]=1)=[CH:8]2)=[O:4]. The catalyst class is: 510. (2) Product: [CH3:2][O:3][C:4]1[CH:9]=[CH:8][C:7]([CH:10]=[O:11])=[CH:6][C:5]=1[S:18][CH3:19]. The catalyst class is: 21. Reactant: Cl.[CH3:2][O:3][C:4]1[CH:9]=[CH:8][C:7]([CH:10]2OCC(C)(C)C[O:11]2)=[CH:6][C:5]=1[S:18][CH3:19].